This data is from Reaction yield outcomes from USPTO patents with 853,638 reactions. The task is: Predict the reaction yield, written as a fraction of the theoretical maximum amount of product (1.0 means a 100% yield; for example, 0.34 means a 34% yield). (1) The reactants are [N+:1]([C:4]1[CH:11]=[CH:10][CH:9]=[C:8]([N+:12]([O-:14])=[O:13])[C:5]=1[C:6]#[N:7])([O-])=O.[CH2:15](N)[CH3:16]. The catalyst is C1COCC1. The product is [CH2:15]([NH:1][C:4]1[CH:11]=[CH:10][CH:9]=[C:8]([N+:12]([O-:14])=[O:13])[C:5]=1[C:6]#[N:7])[CH3:16]. The yield is 0.880. (2) The reactants are [CH3:1][N:2]1[CH:7]=[CH:6][C:5]2[O:8][CH:9]=[N:10][C:4]=2[C:3]1=[O:11].C1C(=O)N([Br:19])C(=O)C1.CC(=O)OCC. The catalyst is CC#N. The product is [Br:19][C:6]1[C:5]2[O:8][CH:9]=[N:10][C:4]=2[C:3](=[O:11])[N:2]([CH3:1])[CH:7]=1. The yield is 0.450.